Dataset: Forward reaction prediction with 1.9M reactions from USPTO patents (1976-2016). Task: Predict the product of the given reaction. (1) The product is: [NH2:1][CH2:4][C:5]1[S:6][CH:7]=[CH:8][C:9]=1[CH2:10][N:11]([CH3:13])[CH3:12]. Given the reactants [N:1]([CH2:4][C:5]1[S:6][CH:7]=[CH:8][C:9]=1[CH2:10][N:11]([CH3:13])[CH3:12])=[N+]=[N-].[H-].[H-].[H-].[H-].[Li+].[Al+3].[Cl-].[NH4+], predict the reaction product. (2) The product is: [NH2:16][C@@H:11]1[C@H:10]([NH:9][C:6]2[CH:5]=[C:4]([NH:24][C:25]3[S:29][N:28]=[C:27]([CH3:30])[CH:26]=3)[C:3]([C:1]([NH2:2])=[O:31])=[N:8][CH:7]=2)[CH2:15][CH2:14][O:13][CH2:12]1. Given the reactants [C:1]([C:3]1[N:8]=[CH:7][C:6]([NH:9][C@@H:10]2[CH2:15][CH2:14][O:13][CH2:12][C@@H:11]2[NH:16]C(=O)OC(C)(C)C)=[CH:5][C:4]=1[NH:24][C:25]1[S:29][N:28]=[C:27]([CH3:30])[CH:26]=1)#[N:2].[OH:31]S(O)(=O)=O, predict the reaction product. (3) Given the reactants [CH:1]([C:3]1[CH:4]=[C:5]([C:9]2[CH:16]=[CH:15][C:12]([C:13]#[N:14])=[C:11]([O:17][CH3:18])[CH:10]=2)[CH:6]=[N:7][CH:8]=1)=O.[CH3:19][S:20]([NH2:23])(=[O:22])=[O:21].[BH-](OC(C)=O)(OC(C)=O)OC(C)=O.[Na+], predict the reaction product. The product is: [C:13]([C:12]1[CH:15]=[CH:16][C:9]([C:5]2[CH:4]=[C:3]([CH2:1][NH:23][S:20]([CH3:19])(=[O:22])=[O:21])[CH:8]=[N:7][CH:6]=2)=[CH:10][C:11]=1[O:17][CH3:18])#[N:14]. (4) The product is: [C:10]([O:14][C:15](=[O:16])[NH:17][CH2:18][C:19](=[O:21])[N:47]1[CH2:48][CH2:49][N:44]([C:50](=[O:51])[C:52]2[CH:57]=[CH:56][CH:55]=[CH:54][C:53]=2[C:58]([F:61])([F:59])[F:60])[CH2:45][CH2:46]1)([CH3:11])([CH3:12])[CH3:13]. Given the reactants CCN(C(C)C)C(C)C.[C:10]([O:14][C:15]([NH:17][CH2:18][C:19]([OH:21])=O)=[O:16])([CH3:13])([CH3:12])[CH3:11].CCN=C=NCCCN(C)C.C1C=CC2N(O)N=NC=2C=1.Cl.[N:44]1([C:50]([C:52]2[CH:57]=[CH:56][CH:55]=[CH:54][C:53]=2[C:58]([F:61])([F:60])[F:59])=[O:51])[CH2:49][CH2:48][NH:47][CH2:46][CH2:45]1, predict the reaction product. (5) Given the reactants C(OC([NH:8][C@H:9]([C:18]([O:20][CH3:21])=[O:19])[CH2:10][C:11]1[CH:16]=[CH:15][C:14]([OH:17])=[CH:13][CH:12]=1)=O)(C)(C)C.[C:35]1(P([C:35]2[CH:40]=[CH:39][CH:38]=[CH:37][CH:36]=2)[C:35]2[CH:40]=[CH:39][CH:38]=[CH:37][CH:36]=2)[CH:40]=[CH:39][CH:38]=[CH:37][CH:36]=1.OCCC1N=C(CNC(=O)OC(C)(C)C)C=CC=1.C1CC[N:62]([C:65]([N:67]=[N:67][C:65]([N:62]2CCCC[CH2:61]2)=O)=O)[CH2:61]C1.C1(P(=O)(C2C=CC=CC=2)C2C=CC=CC=2)C=CC=CC=1, predict the reaction product. The product is: [CH3:61][NH:62][C:65]1[N:67]=[C:39]([CH2:40][CH2:35][O:17][C:14]2[CH:13]=[CH:12][C:11]([CH2:10][C@@H:9]([C:18]([O:20][CH3:21])=[O:19])[NH2:8])=[CH:16][CH:15]=2)[CH:38]=[CH:37][CH:36]=1. (6) Given the reactants [C:1]1([C:7]#[C:8][C:9]2[CH:14]=[CH:13][C:12]([CH2:15][C:16](=[O:32])[CH2:17][C:18]3[CH:23]=[CH:22]C(C#CC4C=CC=CC=4)=CC=3)=CC=2)[CH:6]=[CH:5][CH:4]=[CH:3]C=1.C[CH:34]([OH:36])C.[C:37]1(C)C=[CH:41][CH:40]=[CH:39][CH:38]=1.[OH-:44].C([N+]([CH2:58][CH2:59][CH2:60][CH3:61])(CCCC)CCCC)CCC.[CH3:62][OH:63], predict the reaction product. The product is: [CH2:58]1[C:59]2=[C:62]([OH:63])[C:40](=[CH:41][CH:61]=[CH:60]2)[CH2:39][C:38]2=[C:37]([OH:44])[C:6](=[CH:5][CH:4]=[CH:3]2)[CH2:1][C:7]2=[CH:8][CH:9]=[CH:14][C:13](=[C:34]2[OH:36])[CH2:12][C:15]2=[CH:22][CH:23]=[CH:18][C:17]1=[C:16]2[OH:32]. (7) Given the reactants [CH2:1]([C:3]1[N:13]([CH2:14][C:15]2[CH:20]=[CH:19][C:18](/[CH:21]=[CH:22]/[CH2:23][OH:24])=[CH:17][CH:16]=2)[C:6]2=[N:7][C:8]([CH3:12])=[CH:9][C:10]([CH3:11])=[C:5]2[N:4]=1)[CH3:2].C([O-])=O.[NH4+], predict the reaction product. The product is: [CH2:1]([C:3]1[N:13]([CH2:14][C:15]2[CH:16]=[CH:17][C:18]([CH2:21][CH2:22][CH2:23][OH:24])=[CH:19][CH:20]=2)[C:6]2=[N:7][C:8]([CH3:12])=[CH:9][C:10]([CH3:11])=[C:5]2[N:4]=1)[CH3:2]. (8) Given the reactants C(NC(C)C)(C)C.[F:8][C:9]1[C:14]([I:15])=[CH:13][CH:12]=[C:11]([F:16])[N:10]=1.C([Li])CCC.[C:22](=[O:24])=[O:23], predict the reaction product. The product is: [F:16][C:11]1[C:12]([C:22]([OH:24])=[O:23])=[CH:13][C:14]([I:15])=[C:9]([F:8])[N:10]=1.